This data is from Forward reaction prediction with 1.9M reactions from USPTO patents (1976-2016). The task is: Predict the product of the given reaction. (1) Given the reactants [OH-:1].[Na+].[NH2:3]O.C[O:6][C:7]([C:9]1[CH:17]=[C:16]2[C:12]([CH:13]=[CH:14][N:15]2[CH2:18][CH:19]2[CH2:24][CH2:23][CH2:22][CH2:21][CH2:20]2)=[CH:11][CH:10]=1)=O, predict the reaction product. The product is: [OH:1][NH:3][C:7]([C:9]1[CH:17]=[C:16]2[C:12]([CH:13]=[CH:14][N:15]2[CH2:18][CH:19]2[CH2:24][CH2:23][CH2:22][CH2:21][CH2:20]2)=[CH:11][CH:10]=1)=[O:6]. (2) Given the reactants [Br:1][C:2]1[C:14]2[C:13]3[C:8](=[CH:9][CH:10]=[CH:11][CH:12]=3)[CH2:7][C:6]=2[CH:5]=[CH:4][CH:3]=1.I[CH2:16][CH2:17][CH2:18][CH2:19][CH2:20][CH2:21][CH2:22][CH3:23], predict the reaction product. The product is: [Br:1][C:2]1[C:14]2[C:13]3[C:8](=[CH:9][CH:10]=[CH:11][CH:12]=3)[C:7]([CH2:13][CH2:14][CH2:2][CH2:3][CH2:4][CH2:5][CH2:6][CH3:7])([CH2:16][CH2:17][CH2:18][CH2:19][CH2:20][CH2:21][CH2:22][CH3:23])[C:6]=2[CH:5]=[CH:4][CH:3]=1. (3) Given the reactants [CH2:1]1[O:11][C:4]2([CH2:9][CH2:8][C:7](=O)[CH2:6][CH2:5]2)[O:3][CH2:2]1.[CH3:12][O:13][C:14]1[CH:19]=[CH:18][CH:17]=[CH:16][C:15]=1[N:20]1[CH2:25][CH2:24][NH:23][CH2:22][CH2:21]1.C(O[BH-](OC(=O)C)OC(=O)C)(=O)C.[Na+].C(O)(=O)C, predict the reaction product. The product is: [CH3:12][O:13][C:14]1[CH:19]=[CH:18][CH:17]=[CH:16][C:15]=1[N:20]1[CH2:25][CH2:24][N:23]([CH:7]2[CH2:8][CH2:9][C:4]3([O:11][CH2:1][CH2:2][O:3]3)[CH2:5][CH2:6]2)[CH2:22][CH2:21]1. (4) The product is: [Cl:1][C:2]1[CH:3]=[CH:4][C:5]([O:26][CH2:27][CH:28]([CH3:29])[CH3:30])=[C:6]([CH2:8][N:9]2[C:13]([CH3:14])=[CH:12][C:11]([N:15]3[CH2:23][C:18]4[C:17](=[CH:22][CH:21]=[CH:20][CH:19]=4)[C:16]3=[O:25])=[N:10]2)[CH:7]=1. Given the reactants [Cl:1][C:2]1[CH:3]=[CH:4][C:5]([O:26][CH2:27][CH:28]([CH3:30])[CH3:29])=[C:6]([CH2:8][N:9]2[C:13]([CH3:14])=[CH:12][C:11]([NH:15][C:16](=[O:25])[C:17]3[CH:22]=[CH:21][CH:20]=[CH:19][C:18]=3[CH2:23]O)=[N:10]2)[CH:7]=1.C(N(CC)CC)C.CS(Cl)(=O)=O.C(=O)([O-])[O-].[K+].[K+].N1CCCC1, predict the reaction product. (5) The product is: [C:1]([O:5][C:6]1[CH:11]=[CH:10][C:9]([C:16]2[C:17](=[O:47])[N:18]([CH2:27][C:28]3[CH:33]=[CH:32][C:31]([C:34]4[CH:39]=[CH:38][CH:37]=[CH:36][C:35]=4[C:40]4[NH:44][C:43](=[O:45])[O:42][N:41]=4)=[CH:30][C:29]=3[F:46])[C:19]([CH2:24][CH2:25][CH3:26])=[N:20][C:21]=2[CH2:22][CH3:23])=[CH:8][CH:7]=1)([CH3:4])([CH3:3])[CH3:2]. Given the reactants [C:1]([O:5][C:6]1[CH:11]=[CH:10][C:9](B(O)O)=[CH:8][CH:7]=1)([CH3:4])([CH3:3])[CH3:2].Br[C:16]1[C:17](=[O:47])[N:18]([CH2:27][C:28]2[CH:33]=[CH:32][C:31]([C:34]3[CH:39]=[CH:38][CH:37]=[CH:36][C:35]=3[C:40]3[NH:44][C:43](=[O:45])[O:42][N:41]=3)=[CH:30][C:29]=2[F:46])[C:19]([CH2:24][CH2:25][CH3:26])=[N:20][C:21]=1[CH2:22][CH3:23], predict the reaction product. (6) Given the reactants [CH3:1][O:2][C:3]1[CH:4]=[C:5]([CH:9]=[CH:10][C:11]=1[N:12]1[CH2:17][CH2:16][CH2:15][CH2:14][C:13]1=[O:18])[C:6]([OH:8])=O.CN(C(ON1N=NC2C=CC=CC1=2)=[N+](C)C)C.[B-](F)(F)(F)F.CN1CCOCC1.[Cl:48][C:49]1[CH:60]=[CH:59][C:52]2[NH:53][C:54]([C@@H:56]([NH2:58])[CH3:57])=[N:55][C:51]=2[CH:50]=1, predict the reaction product. The product is: [Cl:48][C:49]1[CH:60]=[CH:59][C:52]2[NH:53][C:54]([C@@H:56]([NH:58][C:6](=[O:8])[C:5]3[CH:9]=[CH:10][C:11]([N:12]4[CH2:17][CH2:16][CH2:15][CH2:14][C:13]4=[O:18])=[C:3]([O:2][CH3:1])[CH:4]=3)[CH3:57])=[N:55][C:51]=2[CH:50]=1.